From a dataset of Forward reaction prediction with 1.9M reactions from USPTO patents (1976-2016). Predict the product of the given reaction. (1) The product is: [NH:23]1[CH:27]=[CH:26][C:25]([C:2]2[C:3]3[CH:10]=[CH:9][N:8]([CH2:11][O:12][CH2:13][CH2:14][Si:15]([CH3:18])([CH3:17])[CH3:16])[C:4]=3[N:5]=[CH:6][N:7]=2)=[CH:24]1. Given the reactants Cl[C:2]1[C:3]2[CH:10]=[CH:9][N:8]([CH2:11][O:12][CH2:13][CH2:14][Si:15]([CH3:18])([CH3:17])[CH3:16])[C:4]=2[N:5]=[CH:6][N:7]=1.C([Si](C(C)C)(C(C)C)[N:23]1[CH:27]=[CH:26][C:25](B(O)O)=[CH:24]1)(C)C.C(=O)([O-])[O-].[Na+].[Na+], predict the reaction product. (2) Given the reactants C(OC([NH:8][C:9](=[NH:32])[NH:10][C:11]([C:13]1[CH:18]=[CH:17][CH:16]=[C:15]([P:19]([C:26]2[CH:31]=[CH:30][CH:29]=[CH:28][CH:27]=2)[C:20]2[CH:25]=[CH:24][CH:23]=[CH:22][CH:21]=2)[N:14]=1)=[O:12])=O)(C)(C)C.COC1C=CC=C(OC)C=1.C(Cl)Cl.CO.C(N(CC)CC)C, predict the reaction product. The product is: [C:26]1([P:19]([C:20]2[CH:21]=[CH:22][CH:23]=[CH:24][CH:25]=2)[C:15]2[N:14]=[C:13]([C:11]([NH:10][C:9]([NH2:32])=[NH:8])=[O:12])[CH:18]=[CH:17][CH:16]=2)[CH:27]=[CH:28][CH:29]=[CH:30][CH:31]=1. (3) Given the reactants [CH3:1][CH:2]([CH3:5])[CH:3]=[O:4].Br[CH2:7][C:8]1[CH:13]=[C:12]([F:14])[CH:11]=[CH:10][C:9]=1[Br:15].[OH-].[Na+], predict the reaction product. The product is: [Br:15][C:9]1[CH:10]=[CH:11][C:12]([F:14])=[CH:13][C:8]=1[CH2:7][C:2]([CH3:5])([CH3:1])[CH:3]=[O:4]. (4) The product is: [N:21]([C@H:7]1[CH2:6][N:5]([C:14]([O:16][C:17]([CH3:20])([CH3:19])[CH3:18])=[O:15])[C@@H:4]([CH:2]([CH3:3])[CH3:1])[CH2:8]1)=[N+:22]=[N-:23]. Given the reactants [CH3:1][CH:2]([C@H:4]1[CH2:8][C@H:7](OS(C)(=O)=O)[CH2:6][N:5]1[C:14]([O:16][C:17]([CH3:20])([CH3:19])[CH3:18])=[O:15])[CH3:3].[N-:21]=[N+:22]=[N-:23].[Na+], predict the reaction product. (5) Given the reactants C([O:3][C:4](=[O:38])[C:5]1[CH:10]=[CH:9][C:8]([C:11]([C:20]2[N:21]([C:31]3[CH:36]=[CH:35][C:34]([Cl:37])=[CH:33][CH:32]=3)[N:22]=[C:23]3[C:28]=2[CH:27]=[C:26]([F:29])[C:25]([F:30])=[CH:24]3)([CH:14]2[CH2:19][CH2:18][CH2:17][CH2:16][CH2:15]2)[O:12][CH3:13])=[CH:7][CH:6]=1)C.[OH-].[Li+], predict the reaction product. The product is: [Cl:37][C:34]1[CH:35]=[CH:36][C:31]([N:21]2[C:20]([C:11]([CH:14]3[CH2:15][CH2:16][CH2:17][CH2:18][CH2:19]3)([O:12][CH3:13])[C:8]3[CH:9]=[CH:10][C:5]([C:4]([OH:38])=[O:3])=[CH:6][CH:7]=3)=[C:28]3[C:23]([CH:24]=[C:25]([F:30])[C:26]([F:29])=[CH:27]3)=[N:22]2)=[CH:32][CH:33]=1. (6) Given the reactants [C:1]([O:5][C:6]([N:8]1[CH2:13][C@@H:12]([C:14](=[O:37])[NH:15][CH2:16][C:17]2([CH2:31][CH2:32][CH2:33][CH2:34][O:35][CH3:36])[C:30]3[CH:29]=[CH:28][CH:27]=[CH:26][C:25]=3[O:24][C:23]3[C:18]2=[CH:19][CH:20]=[CH:21][CH:22]=3)[CH2:11][C@@H:10]([C:38]([OH:40])=O)[CH2:9]1)=[O:7])([CH3:4])([CH3:3])[CH3:2].[CH3:41][NH:42][CH2:43][C:44]1[CH:49]=[CH:48][CH:47]=[CH:46][N:45]=1, predict the reaction product. The product is: [C:1]([O:5][C:6]([N:8]1[CH2:9][C@H:10]([C:38](=[O:40])[N:42]([CH3:41])[CH2:43][C:44]2[CH:49]=[CH:48][CH:47]=[CH:46][N:45]=2)[CH2:11][C@H:12]([C:14](=[O:37])[NH:15][CH2:16][C:17]2([CH2:31][CH2:32][CH2:33][CH2:34][O:35][CH3:36])[C:30]3[CH:29]=[CH:28][CH:27]=[CH:26][C:25]=3[O:24][C:23]3[C:18]2=[CH:19][CH:20]=[CH:21][CH:22]=3)[CH2:13]1)=[O:7])([CH3:4])([CH3:2])[CH3:3]. (7) Given the reactants [CH2:1]([O:3][C:4]([C:6]1[C:15]2[C:10](=[CH:11][C:12]([O:17][CH3:18])=[C:13]([OH:16])[CH:14]=2)[C:9]([C:19](=[O:30])[C:20]2[CH:25]=[CH:24][CH:23]=[C:22]([O:26][CH:27]([CH3:29])[CH3:28])[CH:21]=2)=[N:8][CH:7]=1)=[O:5])[CH3:2].C(=O)([O-])[O-].[K+].[K+].Br[CH2:38][CH2:39][CH2:40][OH:41], predict the reaction product. The product is: [CH2:1]([O:3][C:4]([C:6]1[C:15]2[C:10](=[CH:11][C:12]([O:17][CH3:18])=[C:13]([O:16][CH2:38][CH2:39][CH2:40][OH:41])[CH:14]=2)[C:9]([C:19](=[O:30])[C:20]2[CH:25]=[CH:24][CH:23]=[C:22]([O:26][CH:27]([CH3:29])[CH3:28])[CH:21]=2)=[N:8][CH:7]=1)=[O:5])[CH3:2]. (8) Given the reactants [C:1]([C:3]1[CH:4]=[CH:5][C:6]([C@@H:13]2[C:18]([C:19]#[N:20])=[C:17]([CH3:21])[N:16]([C:22]3[CH:27]=[CH:26][CH:25]=[C:24]([C:28]([F:31])([F:30])[F:29])[CH:23]=3)[C:15](=[O:32])[N:14]2[CH3:33])=[C:7]([S:9](Cl)(=[O:11])=[O:10])[CH:8]=1)#[N:2].[NH2:34][N:35]1[CH2:40][CH2:39][O:38][CH2:37][CH2:36]1.C(N(CC)CC)C, predict the reaction product. The product is: [C:1]([C:3]1[CH:4]=[CH:5][C:6]([C@@H:13]2[C:18]([C:19]#[N:20])=[C:17]([CH3:21])[N:16]([C:22]3[CH:27]=[CH:26][CH:25]=[C:24]([C:28]([F:31])([F:30])[F:29])[CH:23]=3)[C:15](=[O:32])[N:14]2[CH3:33])=[C:7]([S:9]([NH:34][N:35]2[CH2:40][CH2:39][O:38][CH2:37][CH2:36]2)(=[O:11])=[O:10])[CH:8]=1)#[N:2]. (9) Given the reactants [Br:1][C:2]1[CH:11]=[C:10]2[C:5]([CH:6]=[CH:7][C:8](=[O:12])[NH:9]2)=[N:4][CH:3]=1.[H-].[Na+].Cl[CH2:16][C:17]1[CH:22]=[CH:21][C:20]([O:23][CH3:24])=[CH:19][CH:18]=1, predict the reaction product. The product is: [CH3:24][O:23][C:20]1[CH:21]=[CH:22][C:17]([CH2:16][N:9]2[C:10]3[C:5](=[N:4][CH:3]=[C:2]([Br:1])[CH:11]=3)[CH:6]=[CH:7][C:8]2=[O:12])=[CH:18][CH:19]=1. (10) Given the reactants CC(O[CH2:5][C:6]1[C:11]2=[CH:12][CH:13]=[C:14](C=O)[C:10]2=COC=1)=O.[CH2:17]([NH2:35])[CH2:18][CH2:19][CH2:20][CH2:21][CH2:22][CH2:23][CH2:24][CH2:25][CH2:26][CH2:27][CH2:28][CH2:29][CH2:30][CH2:31][CH2:32][CH2:33][CH3:34].[CH:36](Cl)(Cl)Cl, predict the reaction product. The product is: [CH2:18]([C:17]1[NH:35][CH:5]=[CH:6][C:11]2[C:10]=1[CH:14]=[CH:13][CH:12]=2)[CH2:19][CH2:20][CH2:21][CH2:22][CH2:23][CH2:24][CH2:25][CH2:26][CH2:27][CH2:28][CH2:29][CH2:30][CH2:31][CH2:32][CH2:33][CH2:34][CH3:36].